Predict the reaction yield, written as a fraction of the theoretical maximum amount of product (1.0 means a 100% yield; for example, 0.34 means a 34% yield). From a dataset of Reaction yield outcomes from USPTO patents with 853,638 reactions. (1) The reactants are Br[C:2]1[CH:7]=[CH:6][C:5]2[C:8]3[CH2:9][N:10]([C:15]([O:17][C:18]([CH3:21])([CH3:20])[CH3:19])=[O:16])[CH2:11][CH2:12][C:13]=3[O:14][C:4]=2[CH:3]=1.[Cl:22][C:23]1[CH:24]=[C:25]([S:29]([O-:31])=[O:30])[CH:26]=[CH:27][CH:28]=1.[Na+]. No catalyst specified. The product is [Cl:22][C:23]1[CH:24]=[C:25]([S:29]([C:2]2[CH:7]=[CH:6][C:5]3[C:8]4[CH2:9][N:10]([C:15]([O:17][C:18]([CH3:21])([CH3:20])[CH3:19])=[O:16])[CH2:11][CH2:12][C:13]=4[O:14][C:4]=3[CH:3]=2)(=[O:31])=[O:30])[CH:26]=[CH:27][CH:28]=1. The yield is 0.520. (2) The reactants are [CH3:1][NH:2][C:3]1[CH:8]=[C:7]([N:9]2[CH2:14][CH2:13][N:12]([CH3:15])[CH2:11][CH2:10]2)[C:6]([N+:16]([O-])=O)=[CH:5][N:4]=1. The catalyst is CO.[Pd]. The product is [CH3:1][NH:2][C:3]1[CH:8]=[C:7]([N:9]2[CH2:14][CH2:13][N:12]([CH3:15])[CH2:11][CH2:10]2)[C:6]([NH2:16])=[CH:5][N:4]=1. The yield is 0.810. (3) The reactants are [N:1]12[CH2:8][CH2:7][CH:4]([CH2:5][CH2:6]1)[C:3](=[CH:9][C:10]([O:12][CH3:13])=[O:11])[CH2:2]2. The catalyst is CCO.[Pd]. The product is [N:1]12[CH2:8][CH2:7][CH:4]([CH2:5][CH2:6]1)[CH:3]([CH2:9][C:10]([O:12][CH3:13])=[O:11])[CH2:2]2. The yield is 0.850.